Dataset: Catalyst prediction with 721,799 reactions and 888 catalyst types from USPTO. Task: Predict which catalyst facilitates the given reaction. (1) Reactant: [C:1]([NH2:7])(=[O:6])[C:2]([CH3:5])([CH3:4])[CH3:3].C([O-])([O-])=O.[Cs+].[Cs+].CC1(C)C2C(=C(P(C3C=CC=CC=3)C3C=CC=CC=3)C=CC=2)OC2C(P(C3C=CC=CC=3)C3C=CC=CC=3)=CC=CC1=2.[NH2:56][C:57]1[N:58]([CH3:75])[C:59](=[O:74])[C:60]2([N:73]=1)[C:69]1[C:64](=[CH:65][CH:66]=[C:67](Br)[CH:68]=1)[CH2:63][C:62]([CH3:72])([CH3:71])[CH2:61]2. Product: [NH2:56][C:57]1[N:58]([CH3:75])[C:59](=[O:74])[C:60]2([N:73]=1)[C:69]1[C:64](=[CH:65][CH:66]=[C:67]([NH:7][C:1](=[O:6])[C:2]([CH3:5])([CH3:4])[CH3:3])[CH:68]=1)[CH2:63][C:62]([CH3:71])([CH3:72])[CH2:61]2. The catalyst class is: 102. (2) Reactant: [H-].[Al+3].[Li+].[H-].[H-].[H-].[CH3:7][N:8]([C:21]1[N:25]([CH3:26])[N:24]=[CH:23][CH:22]=1)[C:9](=O)[C:10]1[CH:15]=[CH:14][C:13]([C:16]([F:19])([F:18])[F:17])=[CH:12][CH:11]=1.[OH-].[Na+]. Product: [CH3:7][N:8]([CH2:9][C:10]1[CH:15]=[CH:14][C:13]([C:16]([F:19])([F:17])[F:18])=[CH:12][CH:11]=1)[C:21]1[N:25]([CH3:26])[N:24]=[CH:23][CH:22]=1. The catalyst class is: 7. (3) Reactant: [Cl:1][C:2]1[CH:3]=[C:4]([CH:8]=[N:9][C:10]([O:12][Si](C)(C)C)=[CH2:11])[CH:5]=[CH:6][CH:7]=1.[CH2:17]([O:19][C:20]([N:22]1[C:30]2[C:25](=[CH:26][CH:27]=[C:28]([Cl:31])[CH:29]=2)/[C:24](=[CH:32]/[C:33]2[CH:38]=[CH:37][CH:36]=[C:35]([Cl:39])[CH:34]=2)/[C:23]1=[O:40])=[O:21])[CH3:18].CO. Product: [CH2:17]([O:19][C:20]([N:22]1[C:30]2[C:25](=[CH:26][CH:27]=[C:28]([Cl:31])[CH:29]=2)[C:24]2([CH:32]([C:33]3[CH:38]=[CH:37][CH:36]=[C:35]([Cl:39])[CH:34]=3)[CH2:12][C:10](=[O:11])[NH:9][CH:8]2[C:4]2[CH:5]=[CH:6][CH:7]=[C:2]([Cl:1])[CH:3]=2)[C:23]1=[O:40])=[O:21])[CH3:18]. The catalyst class is: 11. (4) Reactant: [Cl:1][C:2]1[CH:7]=[CH:6][C:5]([C:8]2[O:9][C:10]3[CH:21]=[C:20]([N+:22]([O-])=O)[C:19]([CH:25]4[CH2:27][CH2:26]4)=[CH:18][C:11]=3[C:12]=2[C:13]([O:15][CH2:16][CH3:17])=[O:14])=[CH:4][CH:3]=1.Cl.[H][H]. Product: [NH2:22][C:20]1[C:19]([CH:25]2[CH2:27][CH2:26]2)=[CH:18][C:11]2[C:12]([C:13]([O:15][CH2:16][CH3:17])=[O:14])=[C:8]([C:5]3[CH:4]=[CH:3][C:2]([Cl:1])=[CH:7][CH:6]=3)[O:9][C:10]=2[CH:21]=1. The catalyst class is: 78. (5) Reactant: Br[C:2]1[C:11]2[O:10][CH:9]([CH2:12][O:13][C:14]([F:17])([F:16])[F:15])[CH2:8][O:7][C:6]=2[C:5](Br)=[C:4]([C:19]([O:21][CH3:22])=[O:20])[C:3]=1Br.C([O-])=O.[NH4+]. Product: [F:17][C:14]([F:15])([F:16])[O:13][CH2:12][CH:9]1[O:10][C:11]2[CH:2]=[CH:3][C:4]([C:19]([O:21][CH3:22])=[O:20])=[CH:5][C:6]=2[O:7][CH2:8]1. The catalyst class is: 50. (6) Reactant: [N:1]12[CH2:8][CH2:7][CH:4]([CH2:5][CH2:6]1)[CH:3]([NH:9][C:10]([NH:12][C:13]([C:16]1[CH:21]=[CH:20][CH:19]=[C:18](Br)[CH:17]=1)([CH3:15])[CH3:14])=[O:11])[CH2:2]2.[C:23]1(B(O)O)[CH:28]=[CH:27][CH:26]=[CH:25][CH:24]=1. Product: [N:1]12[CH2:8][CH2:7][CH:4]([CH2:5][CH2:6]1)[CH:3]([NH:9][C:10]([NH:12][C:13]([C:16]1[CH:17]=[C:18]([C:23]3[CH:28]=[CH:27][CH:26]=[CH:25][CH:24]=3)[CH:19]=[CH:20][CH:21]=1)([CH3:15])[CH3:14])=[O:11])[CH2:2]2. The catalyst class is: 73. (7) Reactant: [CH3:1][S:2]([O:5]S(C)(=O)=O)(=O)=[O:3].[CH2:10]([O:12][CH2:13][C:14]1[N:15]([CH2:35][CH2:36][CH3:37])[C:16]2[C:25]3[CH:24]=[C:23]([O:26][CH:27]4[CH2:32][CH2:31][NH:30][CH2:29][CH2:28]4)[CH:22]=[CH:21][C:20]=3[N:19]=[C:18]([NH2:33])[C:17]=2[N:34]=1)[CH3:11].C(=O)([O-])[O-].[Na+].[Na+]. Product: [CH2:10]([O:12][CH2:13][C:14]1[N:15]([CH2:35][CH2:36][CH3:37])[C:16]2[C:25]3[CH:24]=[C:23]([O:26][CH:27]4[CH2:28][CH2:29][N:30]([S:2]([CH3:1])(=[O:5])=[O:3])[CH2:31][CH2:32]4)[CH:22]=[CH:21][C:20]=3[N:19]=[C:18]([NH2:33])[C:17]=2[N:34]=1)[CH3:11]. The catalyst class is: 4.